From a dataset of Catalyst prediction with 721,799 reactions and 888 catalyst types from USPTO. Predict which catalyst facilitates the given reaction. (1) Reactant: [Cl:1][C:2]1[N:11]=[C:10](Cl)[C:9]2[C:4](=[CH:5][CH:6]=[C:7]([CH3:13])[CH:8]=2)[N:3]=1.C(N(CC)CC)C.[C:21]([O:25][C:26]([NH:28][C@@H:29]1[CH2:34][CH2:33][CH2:32][CH2:31][C@@H:30]1[NH2:35])=[O:27])([CH3:24])([CH3:23])[CH3:22]. Product: [Cl:1][C:2]1[N:11]=[C:10]([NH:35][C@H:30]2[CH2:31][CH2:32][CH2:33][CH2:34][C@H:29]2[NH:28][C:26](=[O:27])[O:25][C:21]([CH3:23])([CH3:22])[CH3:24])[C:9]2[C:4](=[CH:5][CH:6]=[C:7]([CH3:13])[CH:8]=2)[N:3]=1. The catalyst class is: 2. (2) Reactant: [BH4-].[Na+].[CH3:3][O:4][C:5]1[CH:14]=[C:13]2[C:8]([CH2:9][CH2:10][N:11]=[C:12]2[CH3:15])=[CH:7][CH:6]=1.Cl. Product: [CH3:3][O:4][C:5]1[CH:14]=[C:13]2[C:8]([CH2:9][CH2:10][NH:11][CH:12]2[CH3:15])=[CH:7][CH:6]=1. The catalyst class is: 5. (3) Reactant: [NH:1]1[C:5]2[CH:6]=[CH:7][C:8]([C:10]([OH:12])=[O:11])=[CH:9][C:4]=2[N:3]=[CH:2]1.O1CCC[CH2:14]1.CN(C)C=O.C(Cl)(=O)C([Cl:26])=O. Product: [ClH:26].[NH:1]1[C:5]2[CH:6]=[CH:7][C:8]([C:10]([O:12][CH3:14])=[O:11])=[CH:9][C:4]=2[N:3]=[CH:2]1. The catalyst class is: 5.